This data is from Peptide-MHC class I binding affinity with 185,985 pairs from IEDB/IMGT. The task is: Regression. Given a peptide amino acid sequence and an MHC pseudo amino acid sequence, predict their binding affinity value. This is MHC class I binding data. (1) The peptide sequence is RRYRRIYDL. The MHC is HLA-B45:06 with pseudo-sequence HLA-B45:06. The binding affinity (normalized) is 0.213. (2) The peptide sequence is KEQLQLLMPL. The MHC is HLA-B45:01 with pseudo-sequence HLA-B45:01. The binding affinity (normalized) is 0.557. (3) The peptide sequence is STIANSNII. The MHC is HLA-A02:03 with pseudo-sequence HLA-A02:03. The binding affinity (normalized) is 0.326. (4) The peptide sequence is FHKKRVEPL. The MHC is HLA-A29:02 with pseudo-sequence HLA-A29:02. The binding affinity (normalized) is 0.0847.